This data is from Peptide-MHC class II binding affinity with 134,281 pairs from IEDB. The task is: Regression. Given a peptide amino acid sequence and an MHC pseudo amino acid sequence, predict their binding affinity value. This is MHC class II binding data. The peptide sequence is GSEEWEPLTKKGNVW. The MHC is DRB1_0802 with pseudo-sequence DRB1_0802. The binding affinity (normalized) is 0.624.